The task is: Predict the reaction yield, written as a fraction of the theoretical maximum amount of product (1.0 means a 100% yield; for example, 0.34 means a 34% yield).. This data is from Reaction yield outcomes from USPTO patents with 853,638 reactions. (1) The reactants are Br[C:2]1[CH:3]=[CH:4][C:5]2[N:9]=[CH:8][N:7]([C:10]3[CH:15]=[CH:14][CH:13]=[CH:12][CH:11]=3)[C:6]=2[CH:16]=1.[CH2:17]1[C:26]2[C:21](=[CH:22][CH:23]=[CH:24][CH:25]=2)[CH2:20][CH2:19][N:18]1[CH2:27][CH:28]([OH:46])[CH2:29][O:30][C:31]1[CH:36]=[CH:35][CH:34]=[C:33](B2OC(C)(C)C(C)(C)O2)[CH:32]=1.C([O-])([O-])=O.[K+].[K+].O1CCOCC1. The catalyst is C1C=CC(P(C2C=CC=CC=2)[C-]2C=CC=C2)=CC=1.C1C=CC(P(C2C=CC=CC=2)[C-]2C=CC=C2)=CC=1.Cl[Pd]Cl.[Fe+2].O. The product is [CH2:17]1[C:26]2[C:21](=[CH:22][CH:23]=[CH:24][CH:25]=2)[CH2:20][CH2:19][N:18]1[CH2:27][CH:28]([OH:46])[CH2:29][O:30][C:31]1[CH:36]=[CH:35][CH:34]=[C:33]([C:2]2[CH:3]=[CH:4][C:5]3[N:9]=[CH:8][N:7]([C:10]4[CH:15]=[CH:14][CH:13]=[CH:12][CH:11]=4)[C:6]=3[CH:16]=2)[CH:32]=1. The yield is 0.438. (2) The reactants are [CH3:1][C:2]1[CH:6]=[C:5]([C:7]([OH:9])=O)[O:4][N:3]=1.F[P-](F)(F)(F)(F)F.C[N+](C)=C(N(C)C)ON1C2N=CC=CC=2N=N1.[NH2:34][C@@H:35]([C:37]1[CH:38]=[C:39]2[C:43](=[CH:44][CH:45]=1)[NH:42][C:41]([CH2:46][OH:47])=[CH:40]2)[CH3:36].OI1(=O)C2C=CC=CC=2C(=O)O1. The catalyst is CN(C)C=O.[Cl-].[Na+].O.CS(C)=O.CC1OC(C(NCC2C=C3C(=CC=2)NC(C)=C3)=O)=CN=1.C(N(CC)CC)C. The product is [CH:46]([C:41]1[NH:42][C:43]2[C:39]([CH:40]=1)=[CH:38][C:37]([C@H:35]([NH:34][C:7]([C:5]1[O:4][N:3]=[C:2]([CH3:1])[CH:6]=1)=[O:9])[CH3:36])=[CH:45][CH:44]=2)=[O:47]. The yield is 0.170. (3) The reactants are [CH:1]([C:4]1[CH:9]=[CH:8][N:7]=[C:6]([NH:10][C:11]2[CH:16]=[C:15](B3OC(C)(C)C(C)(C)O3)[CH:14]=[C:13]([CH3:26])[CH:12]=2)[N:5]=1)([CH3:3])[CH3:2].Br[C:28]1[S:32][CH:31]=[N:30][CH:29]=1.C(=O)([O-])[O-].[Na+].[Na+]. The catalyst is CC1CCCO1.C1C=CC(P(C2C=CC=CC=2)[C-]2C=CC=C2)=CC=1.C1C=CC(P(C2C=CC=CC=2)[C-]2C=CC=C2)=CC=1.Cl[Pd]Cl.[Fe+2].C(Cl)Cl. The product is [CH:1]([C:4]1[CH:9]=[CH:8][N:7]=[C:6]([NH:10][C:11]2[CH:16]=[C:15]([C:28]3[S:32][CH:31]=[N:30][CH:29]=3)[CH:14]=[C:13]([CH3:26])[CH:12]=2)[N:5]=1)([CH3:3])[CH3:2]. The yield is 0.830. (4) The reactants are Cl.[O:2]=[C:3]1[C@H:9]([NH:10][C:11](=[O:17])[O:12][C:13]([CH3:16])(C)C)[CH2:8][CH2:7][C:6]2[CH:18]=[CH:19][CH:20]=[CH:21][C:5]=2[NH:4]1.N[C@@H]1C[CH2:28][C:27]2C=C[CH:32]=[CH:33][C:26]=2NC1=O.C(=O)([O-])[O-].[Na+].[Na+].ClC(OCC1C=CC=CC=1)=O. The yield is 1.05. The catalyst is O.C(OCC)(=O)C.C(#N)C.CO. The product is [O:2]=[C:3]1[C@H:9]([NH:10][C:11](=[O:17])[O:12][CH2:13][C:16]2[CH:32]=[CH:33][CH:26]=[CH:27][CH:28]=2)[CH2:8][CH2:7][C:6]2[CH:18]=[CH:19][CH:20]=[CH:21][C:5]=2[NH:4]1. (5) The reactants are CN1CCCC1=[O:7].[Cl:8][C:9]1[C:10]([C:34]2[CH:39]=[CH:38][C:37]([O:40][CH3:41])=[CH:36][CH:35]=2)=[C:11]2[C:29]3[CH2:30][CH2:31][S:32][CH2:33][C:28]=3[S:27][C:12]2=[N:13][C:14]=1[CH2:15][N:16]1[C:24](=[O:25])[C:23]2[C:18](=[CH:19][CH:20]=[CH:21][CH:22]=2)[C:17]1=[O:26].OO.S([O-])([O-])(=O)=S.[Na+].[Na+]. The catalyst is O. The product is [Cl:8][C:9]1[C:10]([C:34]2[CH:35]=[CH:36][C:37]([O:40][CH3:41])=[CH:38][CH:39]=2)=[C:11]2[C:29]3[CH2:30][CH2:31][S:32](=[O:7])[CH2:33][C:28]=3[S:27][C:12]2=[N:13][C:14]=1[CH2:15][N:16]1[C:24](=[O:25])[C:23]2[C:18](=[CH:19][CH:20]=[CH:21][CH:22]=2)[C:17]1=[O:26]. The yield is 0.643.